Dataset: Full USPTO retrosynthesis dataset with 1.9M reactions from patents (1976-2016). Task: Predict the reactants needed to synthesize the given product. (1) The reactants are: [Cl:1][C:2]1[N:7]=[N:6][C:5]([CH3:8])=[C:4]([CH2:9][CH2:10][CH3:11])[CH:3]=1.C1C=C(Cl)C=C(C(OO)=[O:20])C=1.C([O-])([O-])=O.[K+].[K+]. Given the product [Cl:1][C:2]1[N:7]=[N+:6]([O-:20])[C:5]([CH3:8])=[C:4]([CH2:9][CH2:10][CH3:11])[CH:3]=1, predict the reactants needed to synthesize it. (2) Given the product [ClH:21].[O:1]1[C:5]2[CH:6]=[CH:7][C:8]([CH:10]([N:23]3[CH2:24][CH2:25][N:26]([CH3:29])[CH2:27][CH2:28]3)[C:11]([NH:13][NH:14][C:15]3[CH:16]=[C:17]([Cl:22])[CH:18]=[C:19]([Cl:21])[CH:20]=3)=[O:12])=[CH:9][C:4]=2[O:3][CH2:2]1, predict the reactants needed to synthesize it. The reactants are: [O:1]1[C:5]2[CH:6]=[CH:7][C:8]([CH:10]([N:23]3[CH2:28][CH2:27][N:26]([CH3:29])[CH2:25][CH2:24]3)[C:11]([NH:13][NH:14][C:15]3[CH:20]=[C:19]([Cl:21])[CH:18]=[C:17]([Cl:22])[CH:16]=3)=[O:12])=[CH:9][C:4]=2[O:3][CH2:2]1.CCO.CC(O)C.Cl. (3) Given the product [CH3:24][C:23]1([CH3:25])[N:10]([CH2:11][C:12]2[CH:17]=[CH:16][CH:15]=[C:14]([N+:18]([O-:20])=[O:19])[CH:13]=2)[C:4]2[CH:3]=[C:2]([C:59]3[CH:58]=[N:57][NH:56][C:55]=3[CH3:54])[S:6][C:5]=2[C:7](=[O:8])[NH:9]1, predict the reactants needed to synthesize it. The reactants are: Br[C:2]1[S:6][C:5]([C:7]([NH2:9])=[O:8])=[C:4]([NH:10][CH2:11][C:12]2[CH:17]=[CH:16][CH:15]=[C:14]([N+:18]([O-:20])=[O:19])[CH:13]=2)[CH:3]=1.CO[C:23](OC)([CH3:25])[CH3:24].CC1(C)C2(CS(O)(=O)=O)C(CC1CC2)=O.[O-]S([O-])(=O)=O.[Mg+2].C(=O)([O-])O.[Na+].[CH3:54][C:55]1[C:59](B2OC(C)(C)C(C)(C)O2)=[CH:58][N:57](C(OC(C)(C)C)=O)[N:56]=1.C(=O)([O-])[O-].[Na+].[Na+]. (4) Given the product [Cl:10][C:11]1[CH:28]=[CH:27][C:14]([CH2:15][N:16]2[C:24]3[C:19](=[CH:20][C:21](/[CH:25]=[C:6]4/[C:7](=[O:8])[N:3]([NH:2][CH3:1])[C:4](=[O:9])[S:5]/4)=[CH:22][CH:23]=3)[CH:18]=[N:17]2)=[C:13]([C:29]([F:30])([F:32])[F:31])[CH:12]=1, predict the reactants needed to synthesize it. The reactants are: [CH3:1][NH:2][N:3]1[C:7](=[O:8])[CH2:6][S:5][C:4]1=[O:9].[Cl:10][C:11]1[CH:28]=[CH:27][C:14]([CH2:15][N:16]2[C:24]3[C:19](=[CH:20][C:21]([CH:25]=O)=[CH:22][CH:23]=3)[CH:18]=[N:17]2)=[C:13]([C:29]([F:32])([F:31])[F:30])[CH:12]=1. (5) Given the product [ClH:1].[Cl:20][C:21]1[CH:27]=[C:26]([CH:25]=[CH:24][C:22]=1[NH:23][C:2]1[C:7]2[CH:8]=[CH:9][N:10]([CH3:11])[C:6]=2[C:5]([C:12]([N:14]2[CH2:19][CH2:18][O:17][CH2:16][CH2:15]2)=[O:13])=[CH:4][N:3]=1)[C:28]#[N:29], predict the reactants needed to synthesize it. The reactants are: [Cl:1][C:2]1[C:7]2[CH:8]=[CH:9][N:10]([CH3:11])[C:6]=2[C:5]([C:12]([N:14]2[CH2:19][CH2:18][O:17][CH2:16][CH2:15]2)=[O:13])=[CH:4][N:3]=1.[Cl:20][C:21]1[CH:27]=[C:26]([C:28]#[N:29])[CH:25]=[CH:24][C:22]=1[NH2:23].C(=O)([O-])[O-].[Cs+].[Cs+].C1(P(C2C=CC=CC=2)C2C3OC4C(=CC=CC=4P(C4C=CC=CC=4)C4C=CC=CC=4)C(C)(C)C=3C=CC=2)C=CC=CC=1. (6) Given the product [Cl:1][C:2]1[C:3]([C:4]2[NH:19][C:15]3[CH:16]=[C:17]([F:18])[C:12]([F:11])=[CH:13][C:14]=3[N:20]=2)=[CH:7][CH:8]=[CH:9][N:10]=1, predict the reactants needed to synthesize it. The reactants are: [Cl:1][C:2]1[N:10]=[CH:9][CH:8]=[CH:7][C:3]=1[C:4](O)=O.[F:11][C:12]1[CH:13]=[C:14]([NH2:20])[C:15]([NH2:19])=[CH:16][C:17]=1[F:18]. (7) Given the product [Cl:17][C:11]1[C:12]([Cl:16])=[CH:13][CH:14]=[CH:15][C:10]=1[C:8]1[N:7]=[C:6]([NH2:18])[N:5]=[C:4]([NH:2][CH3:1])[CH:9]=1, predict the reactants needed to synthesize it. The reactants are: [CH3:1][NH2:2].Cl[C:4]1[CH:9]=[C:8]([C:10]2[CH:15]=[CH:14][CH:13]=[C:12]([Cl:16])[C:11]=2[Cl:17])[N:7]=[C:6]([NH2:18])[N:5]=1.